From a dataset of Reaction yield outcomes from USPTO patents with 853,638 reactions. Predict the reaction yield, written as a fraction of the theoretical maximum amount of product (1.0 means a 100% yield; for example, 0.34 means a 34% yield). (1) The reactants are [Cl:1][C:2]1[CH:10]=[C:9]2[C:5]([C:6]([C:14](=[O:19])C(F)(F)F)=[CH:7][N:8]2[CH:11]([CH3:13])[CH3:12])=[CH:4][CH:3]=1.[OH-:20].[Na+].Cl. No catalyst specified. The product is [Cl:1][C:2]1[CH:10]=[C:9]2[C:5]([C:6]([C:14]([OH:19])=[O:20])=[CH:7][N:8]2[CH:11]([CH3:12])[CH3:13])=[CH:4][CH:3]=1. The yield is 0.990. (2) The reactants are I[C:2]1[C:10]2[C:5](=[N:6][CH:7]=[C:8]([C:11]3[CH:12]=[C:13]([C:17]([N:19]4[CH2:24][CH2:23][O:22][CH2:21][CH2:20]4)=[O:18])[CH:14]=[CH:15][CH:16]=3)[CH:9]=2)[NH:4][N:3]=1.[NH:25]1[CH:29]=[C:28](B(O)O)[CH:27]=[N:26]1.C(=O)([O-])[O-].[Na+].[Na+]. The catalyst is C(#N)C.O.C(OCC)(=O)C. The product is [N:19]1([C:17]([C:13]2[CH:14]=[CH:15][CH:16]=[C:11]([C:8]3[CH:9]=[C:10]4[C:2]([C:28]5[CH:29]=[N:25][NH:26][CH:27]=5)=[N:3][NH:4][C:5]4=[N:6][CH:7]=3)[CH:12]=2)=[O:18])[CH2:24][CH2:23][O:22][CH2:21][CH2:20]1. The yield is 0.290. (3) The reactants are [NH2:1][CH2:2][CH2:3][NH:4][C:5]([C:7]1[S:8][CH:9]=[CH:10][C:11]=1[NH:12][C:13]1[CH:18]=[CH:17][N:16]=[C:15]2[NH:19][CH:20]=[CH:21][C:14]=12)=[O:6].[CH3:22][O:23][C:24]1[CH:31]=[CH:30][C:27]([CH:28]=O)=[CH:26][CH:25]=1.C(O)(=O)C.C(O[BH-](OC(=O)C)OC(=O)C)(=O)C.[Na+]. The catalyst is CO. The product is [CH3:22][O:23][C:24]1[CH:31]=[CH:30][C:27]([CH2:28][NH:1][CH2:2][CH2:3][NH:4][C:5]([C:7]2[S:8][CH:9]=[CH:10][C:11]=2[NH:12][C:13]2[CH:18]=[CH:17][N:16]=[C:15]3[NH:19][CH:20]=[CH:21][C:14]=23)=[O:6])=[CH:26][CH:25]=1. The yield is 0.750.